From a dataset of Full USPTO retrosynthesis dataset with 1.9M reactions from patents (1976-2016). Predict the reactants needed to synthesize the given product. (1) Given the product [NH2:1][CH2:4][C:5]1[CH:6]=[C:7]([CH:30]=[C:31]([O:33][C:34]2[CH:35]=[CH:36][C:37]([F:40])=[CH:38][CH:39]=2)[CH:32]=1)[CH2:8][N:9]([CH2:22][C:23]1[CH:24]=[CH:25][C:26]([F:29])=[CH:27][CH:28]=1)[S:10]([C:13]1[CH:18]=[C:17]([Cl:19])[CH:16]=[C:15]([Cl:20])[C:14]=1[OH:21])(=[O:12])=[O:11], predict the reactants needed to synthesize it. The reactants are: [N:1]([CH2:4][C:5]1[CH:6]=[C:7]([CH:30]=[C:31]([O:33][C:34]2[CH:39]=[CH:38][C:37]([F:40])=[CH:36][CH:35]=2)[CH:32]=1)[CH2:8][N:9]([CH2:22][C:23]1[CH:28]=[CH:27][C:26]([F:29])=[CH:25][CH:24]=1)[S:10]([C:13]1[CH:18]=[C:17]([Cl:19])[CH:16]=[C:15]([Cl:20])[C:14]=1[OH:21])(=[O:12])=[O:11])=[N+]=[N-].C1(C)C=CC=CC=1. (2) Given the product [Br:1][C:2]1[CH:7]=[CH:6][C:5]([S:8][CH2:10][CH:11]([O:15][CH2:16][CH3:17])[O:12][CH2:13][CH3:14])=[CH:4][CH:3]=1, predict the reactants needed to synthesize it. The reactants are: [Br:1][C:2]1[CH:7]=[CH:6][C:5]([SH:8])=[CH:4][CH:3]=1.Br[CH2:10][CH:11]([O:15][CH2:16][CH3:17])[O:12][CH2:13][CH3:14]. (3) Given the product [CH3:19][C:13]1([C:15]([O:17][CH3:18])=[O:16])[C:14]2[CH:1]=[CH:2][CH:3]=[CH:4][C:5]=2[O:6][C:7]2[C:12]1=[CH:11][CH:10]=[CH:9][CH:8]=2, predict the reactants needed to synthesize it. The reactants are: [CH:1]1[C:14]2[CH:13]([C:15]([O:17][CH3:18])=[O:16])[C:12]3[C:7](=[CH:8][CH:9]=[CH:10][CH:11]=3)[O:6][C:5]=2[CH:4]=[CH:3][CH:2]=1.[CH3:19]I.